From a dataset of Catalyst prediction with 721,799 reactions and 888 catalyst types from USPTO. Predict which catalyst facilitates the given reaction. (1) Reactant: [NH2:1][S:2]([C:5]1[CH:10]=[CH:9][C:8]([N:11]=[C:12]=[S:13])=[CH:7][CH:6]=1)(=[O:4])=[O:3].[N:14]#[C:15][NH2:16].C1CCN2[C:20](=[N:21]CCC2)[CH2:19]C1.BrCC#N. Product: [NH2:1][S:2]([C:5]1[CH:6]=[CH:7][C:8]([NH:11][C:12]2[S:13][C:19]([C:20]#[N:21])=[C:15]([NH2:16])[N:14]=2)=[CH:9][CH:10]=1)(=[O:4])=[O:3]. The catalyst class is: 10. (2) Reactant: [CH2:1]=[C:2]1[O:6][C:4](=[O:5])[CH2:3]1.[CH3:7][CH:8]([CH2:11][CH2:12][CH2:13][NH2:14])[CH2:9][NH2:10]. Product: [CH3:7][CH:8]([CH2:11][CH2:12][CH2:13][NH:14][C:4](=[O:5])[CH2:3][C:2](=[O:6])[CH3:1])[CH2:9][NH:10][C:4](=[O:5])[CH2:3][C:2]([CH3:1])=[O:6]. The catalyst class is: 11. (3) Reactant: [CH:1]12[CH2:7][CH:4]([CH:5]=[CH:6]1)[CH2:3][CH:2]2[C:8]([OH:10])=[O:9]. Product: [CH:1]12[CH2:7][CH:4]([CH2:5][CH2:6]1)[CH2:3][CH:2]2[C:8]([OH:10])=[O:9]. The catalyst class is: 19. (4) Reactant: [Cl:1][C:2]1[CH:7]=[C:6](Cl)[N:5]2[N:9]=[CH:10][CH:11]=[C:4]2[N:3]=1.[NH2:12][C:13]1[CH:14]=[C:15]([CH:23]=[CH:24][CH:25]=1)[C:16]([O:18][C:19]([CH3:22])([CH3:21])[CH3:20])=[O:17].C(N(CC)CC)C.C(O)(C)(C)C. Product: [Cl:1][C:2]1[CH:7]=[C:6]([NH:12][C:13]2[CH:14]=[C:15]([CH:23]=[CH:24][CH:25]=2)[C:16]([O:18][C:19]([CH3:21])([CH3:22])[CH3:20])=[O:17])[N:5]2[N:9]=[CH:10][CH:11]=[C:4]2[N:3]=1. The catalyst class is: 6.